From a dataset of Reaction yield outcomes from USPTO patents with 853,638 reactions. Predict the reaction yield, written as a fraction of the theoretical maximum amount of product (1.0 means a 100% yield; for example, 0.34 means a 34% yield). (1) The reactants are [OH:1][C:2]1[CH:7]=[CH:6][C:5]([C@H:8]([C:13]#[C:14][CH3:15])[CH2:9][C:10]([OH:12])=[O:11])=[CH:4][CH:3]=1.S(=O)(=O)(O)O.[CH2:21](O)[CH3:22]. No catalyst specified. The product is [OH:1][C:2]1[CH:3]=[CH:4][C:5]([C@H:8]([C:13]#[C:14][CH3:15])[CH2:9][C:10]([O:12][CH2:21][CH3:22])=[O:11])=[CH:6][CH:7]=1. The yield is 0.906. (2) The reactants are [CH3:1][O:2][C:3]1[C:8]2[N:9]=[C:10]([NH:12][C:13](=[O:24])[C:14]3[CH:19]=[CH:18][C:17]([CH2:20][NH:21][CH2:22][CH3:23])=[CH:16][CH:15]=3)[S:11][C:7]=2[C:6]([N:25]2[CH2:30][CH2:29][O:28][CH2:27][CH2:26]2)=[CH:5][CH:4]=1.[C:31](Cl)(=[O:34])[CH2:32][CH3:33]. No catalyst specified. The product is [CH2:22]([N:21]([CH2:20][C:17]1[CH:18]=[CH:19][C:14]([C:13]([NH:12][C:10]2[S:11][C:7]3[C:6]([N:25]4[CH2:26][CH2:27][O:28][CH2:29][CH2:30]4)=[CH:5][CH:4]=[C:3]([O:2][CH3:1])[C:8]=3[N:9]=2)=[O:24])=[CH:15][CH:16]=1)[C:31](=[O:34])[CH2:32][CH3:33])[CH3:23]. The yield is 0.470. (3) The reactants are [BH4-].[Na+].[CH3:3][C:4]1[N:8]2[CH:9]=[CH:10][CH:11]=[CH:12][C:7]2=[N:6][C:5]=1[C:13](OC)=[O:14]. The catalyst is C1COCC1.CO. The product is [CH3:3][C:4]1[N:8]2[CH:9]=[CH:10][CH:11]=[CH:12][C:7]2=[N:6][C:5]=1[CH2:13][OH:14]. The yield is 0.470. (4) The reactants are [CH3:1][N:2]([S:21]([C:24]1[S:25][CH:26]=[CH:27][CH:28]=1)(=[O:23])=[O:22])[C:3]1[CH:4]=[CH:5][CH:6]=[C:7]2[C:11]=1[NH:10][C:9]([C:12]1[S:13][CH:14]([CH2:17][C:18](O)=[O:19])[CH2:15][N:16]=1)=[CH:8]2.N1(O)C2C=CC=CC=2N=N1.Cl.[CH3:40][N:41](C)[CH2:42]CCN=C=NCC.CNC. The catalyst is C(OCC)(=O)C.O1CCCC1.CN(C)C=O. The product is [CH3:40][N:41]([CH3:42])[C:18](=[O:19])[CH2:17][CH:14]1[S:13][C:12]([C:9]2[NH:10][C:11]3[C:7]([CH:8]=2)=[CH:6][CH:5]=[CH:4][C:3]=3[N:2]([CH3:1])[S:21]([C:24]2[S:25][CH:26]=[CH:27][CH:28]=2)(=[O:23])=[O:22])=[N:16][CH2:15]1. The yield is 0.300. (5) The reactants are [C:1]([OH:5])(=O)[CH2:2][OH:3].[NH2:6][CH2:7][CH2:8][O:9][C:10]1[CH:19]=[CH:18][CH:17]=[C:16]2[C:11]=1[C:12]([NH:20][C:21]1[CH:26]=[CH:25][C:24]([OH:27])=[C:23]([CH3:28])[CH:22]=1)=[N:13][CH:14]=[N:15]2. No catalyst specified. The product is [OH:3][CH2:2][C:1]([NH:6][CH2:7][CH2:8][O:9][C:10]1[CH:19]=[CH:18][CH:17]=[C:16]2[C:11]=1[C:12]([NH:20][C:21]1[CH:26]=[CH:25][C:24]([OH:27])=[C:23]([CH3:28])[CH:22]=1)=[N:13][CH:14]=[N:15]2)=[O:5]. The yield is 0.580. (6) The reactants are [OH:1][N:2]=[C:3](Cl)[C:4]1[CH:9]=[CH:8][CH:7]=[C:6]([C:10]([F:13])([F:12])[F:11])[CH:5]=1.[C:15]([O:19][CH3:20])(=[O:18])[CH:16]=[CH2:17]. The catalyst is C(Cl)Cl. The product is [F:11][C:10]([F:13])([F:12])[C:6]1[CH:5]=[C:4]([C:3]2[CH2:17][CH:16]([C:15]([O:19][CH3:20])=[O:18])[O:1][N:2]=2)[CH:9]=[CH:8][CH:7]=1. The yield is 1.00. (7) The reactants are [CH2:1]([N:8]1[CH2:13][CH2:12][O:11][CH:10]([CH2:14][N:15]2[C:23]3[C:18](=[CH:19][C:20]([O:24][CH:25]([F:27])[F:26])=[CH:21][CH:22]=3)[C:17]([C:28]3[N:29]=[C:30]4[C:36]([C:37]([NH:39][C:40]([CH3:43])([CH3:42])[CH3:41])=[O:38])=[CH:35][N:34](COCC[Si](C)(C)C)[C:31]4=[N:32][CH:33]=3)=[N:16]2)[CH2:9]1)[C:2]1[CH:7]=[CH:6][CH:5]=[CH:4][CH:3]=1.FC(F)(F)C(O)=O. The catalyst is ClCCl. The product is [C:40]([NH:39][C:37]([C:36]1[C:30]2[C:31](=[N:32][CH:33]=[C:28]([C:17]3[C:18]4[C:23](=[CH:22][CH:21]=[C:20]([O:24][CH:25]([F:27])[F:26])[CH:19]=4)[N:15]([CH2:14][CH:10]4[O:11][CH2:12][CH2:13][N:8]([CH2:1][C:2]5[CH:7]=[CH:6][CH:5]=[CH:4][CH:3]=5)[CH2:9]4)[N:16]=3)[N:29]=2)[NH:34][CH:35]=1)=[O:38])([CH3:43])([CH3:41])[CH3:42]. The yield is 0.760.